This data is from Reaction yield outcomes from USPTO patents with 853,638 reactions. The task is: Predict the reaction yield, written as a fraction of the theoretical maximum amount of product (1.0 means a 100% yield; for example, 0.34 means a 34% yield). The reactants are C1(P(=O)(C2C=CC=CC=2)C2C=CC=CC=2)C=CC=CC=1.FC(F)(F)S(OS(C(F)(F)F)(=O)=O)(=O)=O.[CH3:36][O:37][CH2:38][C@H:39]([CH3:88])[O:40][C:41]1[CH:42]=[C:43]([C:58]2[NH:62][C:61]([C:63]([NH:65][CH2:66][CH2:67][S:68]C(C3C=CC=CC=3)(C3C=CC=CC=3)C3C=CC=CC=3)=O)=[CH:60][CH:59]=2)[CH:44]=[C:45]([O:47][C:48]2[CH:53]=[CH:52][C:51]([S:54]([CH3:57])(=[O:56])=[O:55])=[CH:50][CH:49]=2)[CH:46]=1. The catalyst is ClCCl. The product is [CH3:36][O:37][CH2:38][C@H:39]([CH3:88])[O:40][C:41]1[CH:42]=[C:43]([C:58]2[NH:62][C:61]([C:63]3[S:68][CH2:67][CH2:66][N:65]=3)=[CH:60][CH:59]=2)[CH:44]=[C:45]([O:47][C:48]2[CH:53]=[CH:52][C:51]([S:54]([CH3:57])(=[O:56])=[O:55])=[CH:50][CH:49]=2)[CH:46]=1. The yield is 0.900.